From a dataset of Forward reaction prediction with 1.9M reactions from USPTO patents (1976-2016). Predict the product of the given reaction. (1) Given the reactants [NH2:1][C:2]([C:4]1[CH:5]=[C:6]([CH:12]=[CH:13][N:14]=1)[C:7](OCC)=[O:8])=[O:3].[BH4-].[Na+].[Cl-].[Na+], predict the reaction product. The product is: [OH:8][CH2:7][C:6]1[CH:12]=[CH:13][N:14]=[C:4]([C:2]([NH2:1])=[O:3])[CH:5]=1. (2) Given the reactants [Cl:1][C:2]1[C:3](Cl)=[C:4]2[N:10]=[C:9]([C:11]3[CH:16]=[CH:15][C:14]([O:17][CH2:18][CH2:19][N:20]4[CH2:25][CH2:24][O:23][CH2:22][CH2:21]4)=[CH:13][CH:12]=3)[NH:8][C:5]2=[N:6][CH:7]=1.[NH:27]1[CH2:31][CH2:30][CH2:29][CH2:28]1, predict the reaction product. The product is: [Cl:1][C:2]1[C:3]([N:27]2[CH2:31][CH2:30][CH2:29][CH2:28]2)=[C:4]2[N:10]=[C:9]([C:11]3[CH:12]=[CH:13][C:14]([O:17][CH2:18][CH2:19][N:20]4[CH2:21][CH2:22][O:23][CH2:24][CH2:25]4)=[CH:15][CH:16]=3)[NH:8][C:5]2=[N:6][CH:7]=1.